Dataset: Forward reaction prediction with 1.9M reactions from USPTO patents (1976-2016). Task: Predict the product of the given reaction. (1) Given the reactants [CH:1]1[C:6](N)=[CH:5][C:4]2[C:8]([O:10][C:11]3([C:21]4[CH:22]=[CH:23][C:24]([OH:26])=[CH:25][C:20]=4[O:19][C:13]4[CH:14]=[C:15]([OH:18])[CH:16]=[CH:17][C:12]3=4)[C:3]=2[CH:2]=1)=[O:9].C1([N+]#[C-])CCCCC1.C(=O)C.C(O)C, predict the reaction product. The product is: [CH:1]1[CH:6]=[CH:5][C:4]([C:8]([OH:10])=[O:9])=[C:3]([C:11]2[C:12]3[CH:17]=[CH:16][C:15]([OH:18])=[CH:14][C:13]=3[O:19][C:20]3[C:21]=2[CH:22]=[CH:23][C:24]([CH:25]=3)=[O:26])[CH:2]=1. (2) Given the reactants [N:1]([CH2:4][CH:5]1[C:13]2[C:8](=[CH:9][CH:10]=[CH:11][CH:12]=2)[C:7](=[C:14]2[C:22]3[C:17](=[CH:18][CH:19]=[CH:20][CH:21]=3)[NH:16][C:15]2=[O:23])[O:6]1)=[C:2]=[O:3].[OH:24][CH2:25][CH2:26][NH2:27], predict the reaction product. The product is: [OH:24][CH2:25][CH2:26][NH:27][C:2]([NH:1][CH2:4][CH:5]1[C:13]2[C:8](=[CH:9][CH:10]=[CH:11][CH:12]=2)[C:7](=[C:14]2[C:22]3[C:17](=[CH:18][CH:19]=[CH:20][CH:21]=3)[NH:16][C:15]2=[O:23])[O:6]1)=[O:3]. (3) Given the reactants [CH2:1]([N:3]1[C:7]2[CH:8]=[CH:9][C:10]([C:12]3[CH2:17][S:16][C:15](=[O:18])[NH:14][N:13]=3)=[CH:11][C:6]=2[N:5]=[C:4]1[C:19]1[CH:24]=[CH:23][CH:22]=[C:21]([O:25][CH3:26])[CH:20]=1)[CH3:2].Br[CH2:28][CH2:29][O:30][CH:31]1[CH2:36][CH2:35][CH2:34][CH2:33][O:32]1.C(=O)([O-])[O-].[Cs+].[Cs+].O, predict the reaction product. The product is: [CH2:1]([N:3]1[C:7]2[CH:8]=[CH:9][C:10]([C:12]3[CH2:17][S:16][C:15](=[O:18])[N:14]([CH2:28][CH2:29][O:30][CH:31]4[CH2:36][CH2:35][CH2:34][CH2:33][O:32]4)[N:13]=3)=[CH:11][C:6]=2[N:5]=[C:4]1[C:19]1[CH:24]=[CH:23][CH:22]=[C:21]([O:25][CH3:26])[CH:20]=1)[CH3:2]. (4) Given the reactants [Cl:1][C:2]1[N:7]=[C:6]2[NH:8][CH:9]=[N:10][C:5]2=[C:4]([Cl:11])[CH:3]=1.I[CH:13]([CH3:15])[CH3:14], predict the reaction product. The product is: [Cl:1][C:2]1[N:7]=[C:6]2[N:8]([CH:13]([CH3:15])[CH3:14])[CH:9]=[N:10][C:5]2=[C:4]([Cl:11])[CH:3]=1. (5) Given the reactants [CH2:1]([N:8]1[CH2:13][CH2:12][C@H:11]([C:14](=O)[CH3:15])[C@@H:10]([C:17]2[CH:22]=[CH:21][C:20]([Cl:23])=[CH:19][CH:18]=2)[CH2:9]1)[C:2]1[CH:7]=[CH:6][CH:5]=[CH:4][CH:3]=1.Cl.[NH2:25][OH:26].C([O-])(=O)C.[Na+].O, predict the reaction product. The product is: [CH2:1]([N:8]1[CH2:13][CH2:12][C@H:11]([C:14](=[N:25][OH:26])[CH3:15])[C@@H:10]([C:17]2[CH:22]=[CH:21][C:20]([Cl:23])=[CH:19][CH:18]=2)[CH2:9]1)[C:2]1[CH:7]=[CH:6][CH:5]=[CH:4][CH:3]=1. (6) Given the reactants [CH3:1][CH2:2][N:3](C(C)C)[CH:4](C)[CH3:5].[N+:10]([C:13]1[CH:21]=[CH:20][CH:19]=[C:15]([C:16]([OH:18])=O)[C:14]=1[OH:22])([O-:12])=[O:11].CN(C(ON1N=NC2C=CC=NC1=2)=[N+](C)C)C.F[P-](F)(F)(F)(F)F.C(NCC)C.Cl, predict the reaction product. The product is: [CH2:2]([N:3]([CH2:4][CH3:5])[C:16](=[O:18])[C:15]1[CH:19]=[CH:20][CH:21]=[C:13]([N+:10]([O-:12])=[O:11])[C:14]=1[OH:22])[CH3:1]. (7) Given the reactants [CH3:1][C:2]1[CH:10]=[CH:9][C:5]2[O:6][CH:7]=[CH:8][C:4]=2[CH:3]=1.[Br:11]N1C(=O)CCC1=O.BrCC1C=CC2SC=CC=2C=1.CC1C=CC2SC=CC=2C=1, predict the reaction product. The product is: [Br:11][CH2:1][C:2]1[CH:10]=[CH:9][C:5]2[O:6][CH:7]=[CH:8][C:4]=2[CH:3]=1.